Dataset: NCI-60 drug combinations with 297,098 pairs across 59 cell lines. Task: Regression. Given two drug SMILES strings and cell line genomic features, predict the synergy score measuring deviation from expected non-interaction effect. (1) Drug 1: C1=C(C(=O)NC(=O)N1)N(CCCl)CCCl. Drug 2: CC(C)NC(=O)C1=CC=C(C=C1)CNNC.Cl. Cell line: MALME-3M. Synergy scores: CSS=2.08, Synergy_ZIP=-2.96, Synergy_Bliss=-1.25, Synergy_Loewe=-16.9, Synergy_HSA=-8.11. (2) Drug 1: C1=NNC2=C1C(=O)NC=N2. Drug 2: CC1=C(C(=O)C2=C(C1=O)N3CC4C(C3(C2COC(=O)N)OC)N4)N. Cell line: HCT-15. Synergy scores: CSS=44.8, Synergy_ZIP=15.7, Synergy_Bliss=15.9, Synergy_Loewe=-45.5, Synergy_HSA=2.38.